This data is from Reaction yield outcomes from USPTO patents with 853,638 reactions. The task is: Predict the reaction yield, written as a fraction of the theoretical maximum amount of product (1.0 means a 100% yield; for example, 0.34 means a 34% yield). (1) The product is [Cl:23][C:18]1[CH:17]=[C:16]([C:14]2[N:15]=[C:11]([C:9]3[CH:10]=[C:5]([C:3]([OH:4])=[O:2])[C:6]([C:24]4[CH:29]=[CH:28][C:27]([C:30](=[O:31])[NH:33][CH2:34][CH2:35][N:36]5[CH2:41][CH2:40][O:39][CH2:38][CH2:37]5)=[CH:26][CH:25]=4)=[CH:7][CH:8]=3)[S:12][CH:13]=2)[CH:21]=[CH:20][C:19]=1[Cl:22]. No catalyst specified. The reactants are C[O:2][C:3]([C:5]1[C:6]([C:24]2[CH:29]=[CH:28][C:27]([C:30](O)=[O:31])=[CH:26][CH:25]=2)=[CH:7][CH:8]=[C:9]([C:11]2[S:12][CH:13]=[C:14]([C:16]3[CH:21]=[CH:20][C:19]([Cl:22])=[C:18]([Cl:23])[CH:17]=3)[N:15]=2)[CH:10]=1)=[O:4].[NH2:33][CH2:34][CH2:35][N:36]1[CH2:41][CH2:40][O:39][CH2:38][CH2:37]1. The yield is 0.680. (2) The catalyst is O1CCCC1.C(OCC)(=O)C. The reactants are CO[C:3](=[O:11])[C:4]1[CH:9]=[CH:8][C:7]([I:10])=[CH:6][CH:5]=1.[F:12][C:13]([Si](C)(C)C)([F:15])[F:14].[F-].[Cs+].Cl. The product is [F:12][C:13]([F:15])([F:14])[C:3]([C:4]1[CH:5]=[CH:6][C:7]([I:10])=[CH:8][CH:9]=1)=[O:11]. The yield is 0.310. (3) The reactants are [CH2:1]([O:8][C:9]1[CH:14]=[CH:13][C:12]([C:15]2[N:19]([C:20]3[CH:25]=[CH:24][C:23]([Cl:26])=[CH:22][C:21]=3[Cl:27])[N:18]=[C:17]([C:28](O)=[O:29])[C:16]=2[CH3:31])=[CH:11][CH:10]=1)[C:2]1[CH:7]=[CH:6][CH:5]=[CH:4][CH:3]=1.C(Cl)(=O)C(Cl)=O.C(N(CC)CC)C.[NH2:45][N:46]1[CH2:51][CH2:50][CH2:49][CH2:48][CH2:47]1. The catalyst is ClCCl.CN(C=O)C. The product is [N:46]1([NH:45][C:28]([C:17]2[C:16]([CH3:31])=[C:15]([C:12]3[CH:13]=[CH:14][C:9]([O:8][CH2:1][C:2]4[CH:7]=[CH:6][CH:5]=[CH:4][CH:3]=4)=[CH:10][CH:11]=3)[N:19]([C:20]3[CH:25]=[CH:24][C:23]([Cl:26])=[CH:22][C:21]=3[Cl:27])[N:18]=2)=[O:29])[CH2:51][CH2:50][CH2:49][CH2:48][CH2:47]1. The yield is 0.520. (4) The reactants are [Cl:1][C:2]1[N:3]=[N:4][CH:5]=[C:6](Cl)[C:7]=1[Cl:8].CCN(C(C)C)C(C)C.[NH:19]1[CH2:23][CH2:22][C@@H:21]([NH:24][C:25](=[O:31])[O:26][C:27]([CH3:30])([CH3:29])[CH3:28])[CH2:20]1. The catalyst is CC(O)C. The product is [Cl:8][C:7]1[C:6]([N:19]2[CH2:23][CH2:22][C@@H:21]([NH:24][C:25](=[O:31])[O:26][C:27]([CH3:29])([CH3:28])[CH3:30])[CH2:20]2)=[CH:5][N:4]=[N:3][C:2]=1[Cl:1]. The yield is 0.550. (5) The reactants are [C:1]1([CH2:7][CH2:8][CH2:9][CH2:10][CH2:11][CH2:12][CH2:13][CH2:14][NH:15][C:16](=[O:43])[C:17]2[CH:22]=[C:21]([C:23]3[CH:28]=[CH:27][C:26]([F:29])=[C:25]([CH3:30])[CH:24]=3)[C:20]([O:31][CH2:32][CH2:33][OH:34])=[C:19]([C:35]3[CH:40]=[CH:39][C:38]([F:41])=[C:37]([CH3:42])[CH:36]=3)[CH:18]=2)[CH:6]=[CH:5][CH:4]=[CH:3][CH:2]=1.C[N+]1([O-])CC[O:48]CC1.S(S([O-])=O)([O-])(=O)=O.[Na+].[Na+].S(S([O-])=O)([O-])=O.[Na+].[Na+].Cl. The catalyst is C(#N)C.CCC[N+](CCC)(CCC)CCC.[O-][Ru](=O)(=O)=O.CC(O)=O.CCOC(C)=O. The product is [F:29][C:26]1[CH:27]=[CH:28][C:23]([C:21]2[CH:22]=[C:17]([C:16](=[O:43])[NH:15][CH2:14][CH2:13][CH2:12][CH2:11][CH2:10][CH2:9][CH2:8][CH2:7][C:1]3[CH:6]=[CH:5][CH:4]=[CH:3][CH:2]=3)[CH:18]=[C:19]([C:35]3[CH:40]=[CH:39][C:38]([F:41])=[C:37]([CH3:42])[CH:36]=3)[C:20]=2[O:31][CH2:32][C:33]([OH:48])=[O:34])=[CH:24][C:25]=1[CH3:30]. The yield is 0.366. (6) The reactants are [CH2:1]([O:4][CH2:5][C:6]1[CH:11]=[CH:10][C:9]([CH2:12][O:13][Si:14]([C:17]([CH3:20])([CH3:19])[CH3:18])([CH3:16])[CH3:15])=[CH:8][CH:7]=1)[CH:2]=[CH2:3]. The catalyst is ClCCl.C(P(C1CCCCC1)(C1CCCCC1)C1CCCCC1)(P(C1CCCCC1)(C1CCCCC1)C1CCCCC1)C1C=CC=CC=1.Cl[Ru]Cl. The product is [Si:14]([O:13][CH2:12][C:9]1[CH:8]=[CH:7][C:6]([CH2:5][O:4][CH2:1][CH:2]=[CH:3][CH2:1][O:4][CH2:5][C:6]2[CH:11]=[CH:10][C:9]([CH2:12][O:13][Si:14]([C:17]([CH3:20])([CH3:19])[CH3:18])([CH3:16])[CH3:15])=[CH:8][CH:7]=2)=[CH:11][CH:10]=1)([C:17]([CH3:20])([CH3:19])[CH3:18])([CH3:15])[CH3:16]. The yield is 0.550.